From a dataset of NCI-60 drug combinations with 297,098 pairs across 59 cell lines. Regression. Given two drug SMILES strings and cell line genomic features, predict the synergy score measuring deviation from expected non-interaction effect. Drug 1: C1=NC2=C(N=C(N=C2N1C3C(C(C(O3)CO)O)O)F)N. Drug 2: CN1C2=C(C=C(C=C2)N(CCCl)CCCl)N=C1CCCC(=O)O.Cl. Cell line: MDA-MB-435. Synergy scores: CSS=-2.38, Synergy_ZIP=-0.398, Synergy_Bliss=-0.578, Synergy_Loewe=-2.08, Synergy_HSA=-2.03.